From a dataset of Forward reaction prediction with 1.9M reactions from USPTO patents (1976-2016). Predict the product of the given reaction. (1) Given the reactants [Br:1][C:2]1[CH:3]=[CH:4][C:5]([NH:8][NH2:9])=[N:6][CH:7]=1.N(C1C=CC=C(C)C=1)=[C:11]=[S:12].CCOCC, predict the reaction product. The product is: [Br:1][C:2]1[CH:3]=[CH:4][C:5]2[N:6]([C:11]([SH:12])=[N:9][N:8]=2)[CH:7]=1. (2) Given the reactants [OH:1][C:2]1[CH:11]=[CH:10][CH:9]=[C:8]2[C:3]=1[CH2:4][CH2:5][CH2:6][C:7]2=[O:12].C([O-])([O-])=O.[K+].[K+].[CH2:19](I)[CH3:20], predict the reaction product. The product is: [CH2:19]([O:1][C:2]1[CH:11]=[CH:10][CH:9]=[C:8]2[C:3]=1[CH2:4][CH2:5][CH2:6][C:7]2=[O:12])[CH3:20]. (3) Given the reactants Cl[C:2]1[N:3]=[C:4]([N:19]2[CH2:24][CH2:23][O:22][CH2:21][CH2:20]2)[C:5]2[N:10]=[N:9][N:8]([CH2:11][CH2:12][CH2:13][N:14]3[CH2:18][CH2:17][CH2:16][CH2:15]3)[C:6]=2[N:7]=1.[OH:25][C:26]1[CH:27]=[C:28](B(O)O)[CH:29]=[CH:30][CH:31]=1, predict the reaction product. The product is: [N:19]1([C:4]2[C:5]3[N:10]=[N:9][N:8]([CH2:11][CH2:12][CH2:13][N:14]4[CH2:18][CH2:17][CH2:16][CH2:15]4)[C:6]=3[N:7]=[C:2]([C:30]3[CH:31]=[C:26]([OH:25])[CH:27]=[CH:28][CH:29]=3)[N:3]=2)[CH2:24][CH2:23][O:22][CH2:21][CH2:20]1. (4) Given the reactants [CH3:1][C:2]([CH3:22])([CH3:21])[CH2:3][C:4]1[N:9]=[C:8]([CH2:10][OH:11])[CH:7]=[CH:6][C:5]=1[C:12]1[CH:17]=[C:16]([O:18][CH3:19])[CH:15]=[CH:14][C:13]=1[F:20].[CH:23]1([CH:26]([C:33]2[C:38]([F:39])=[CH:37][N:36]=[C:35](O)[CH:34]=2)[CH2:27][C:28]([O:30][CH2:31][CH3:32])=[O:29])[CH2:25][CH2:24]1, predict the reaction product. The product is: [CH:23]1([CH:26]([C:33]2[C:38]([F:39])=[CH:37][N:36]=[C:35]([O:11][CH2:10][C:8]3[CH:7]=[CH:6][C:5]([C:12]4[CH:17]=[C:16]([O:18][CH3:19])[CH:15]=[CH:14][C:13]=4[F:20])=[C:4]([CH2:3][C:2]([CH3:22])([CH3:21])[CH3:1])[N:9]=3)[CH:34]=2)[CH2:27][C:28]([O:30][CH2:31][CH3:32])=[O:29])[CH2:25][CH2:24]1.